This data is from Catalyst prediction with 721,799 reactions and 888 catalyst types from USPTO. The task is: Predict which catalyst facilitates the given reaction. Reactant: O1CCOCC1.Br[C:8]1[C:12]([CH3:14])([CH3:13])[O:11]/[C:10](=[C:15]2/[C:16](=[O:25])[NH:17][C:18]3[C:23]/2=[CH:22][CH:21]=[C:20]([F:24])[CH:19]=3)/[CH:9]=1.[F:26][C:27]1[N:32]=[CH:31][C:30](B(O)O)=[CH:29][CH:28]=1.C([O-])([O-])=O.[Na+].[Na+]. The catalyst class is: 189. Product: [F:24][C:20]1[CH:19]=[C:18]2[C:23](/[C:15](=[C:10]3\[O:11][C:12]([CH3:14])([CH3:13])[C:8]([C:30]4[CH:31]=[N:32][C:27]([F:26])=[CH:28][CH:29]=4)=[CH:9]\3)/[C:16](=[O:25])[NH:17]2)=[CH:22][CH:21]=1.